Dataset: Catalyst prediction with 721,799 reactions and 888 catalyst types from USPTO. Task: Predict which catalyst facilitates the given reaction. Reactant: [CH2:1]([N:4]1[C:13]2[C:8](=[CH:9][C:10]([C:14]([OH:16])=O)=[CH:11][CH:12]=2)[CH2:7][CH2:6][CH2:5]1)[CH:2]=[CH2:3].C(C1NC=CN=1)(C1[NH:20]C=CN=1)=O.N. Product: [CH2:1]([N:4]1[C:13]2[C:8](=[CH:9][C:10]([C:14]([NH2:20])=[O:16])=[CH:11][CH:12]=2)[CH2:7][CH2:6][CH2:5]1)[CH:2]=[CH2:3]. The catalyst class is: 523.